Predict the reaction yield, written as a fraction of the theoretical maximum amount of product (1.0 means a 100% yield; for example, 0.34 means a 34% yield). From a dataset of Reaction yield outcomes from USPTO patents with 853,638 reactions. (1) The reactants are Br[C:2]1[CH:7]=[CH:6][C:5]([Br:8])=[CH:4][C:3]=1[N+:9]([O-])=O.[C:12]1([NH:18][C:19](=O)[CH3:20])[CH:17]=[CH:16][CH:15]=[CH:14][CH:13]=1. No catalyst specified. The product is [Br:8][C:5]1[CH:6]=[CH:7][C:2]2[N:18]([C:12]3[CH:17]=[CH:16][CH:15]=[CH:14][CH:13]=3)[C:19]([CH3:20])=[N:9][C:3]=2[CH:4]=1. The yield is 0.610. (2) The reactants are [C:1]([O:5][C:6]([N:8]1[CH2:25][CH2:24][C:11]2([C:15](=[O:16])[N:14]([C:17]3[CH:22]=[N:21][C:20](Br)=[CH:19][N:18]=3)[CH2:13][CH2:12]2)[CH2:10][CH2:9]1)=[O:7])([CH3:4])([CH3:3])[CH3:2].[CH3:26][C@H:27]1[CH2:31][CH2:30][CH2:29][N:28]1[C@H:32]1[CH2:36][CH2:35][NH:34][CH2:33]1.CC(C)([O-])C.[Na+]. The catalyst is C1C=CC(/C=C/C(/C=C/C2C=CC=CC=2)=O)=CC=1.C1C=CC(/C=C/C(/C=C/C2C=CC=CC=2)=O)=CC=1.C1C=CC(/C=C/C(/C=C/C2C=CC=CC=2)=O)=CC=1.[Pd].[Pd].C1(C)C=CC=CC=1. The product is [C:1]([O:5][C:6]([N:8]1[CH2:25][CH2:24][C:11]2([C:15](=[O:16])[N:14]([C:17]3[CH:22]=[N:21][C:20]([N:34]4[CH2:35][CH2:36][C@H:32]([N:28]5[CH2:29][CH2:30][CH2:31][C@@H:27]5[CH3:26])[CH2:33]4)=[CH:19][N:18]=3)[CH2:13][CH2:12]2)[CH2:10][CH2:9]1)=[O:7])([CH3:4])([CH3:3])[CH3:2]. The yield is 0.370. (3) The reactants are Cl[CH:2]([C:14]1[CH:19]=[CH:18][C:17]([Cl:20])=[CH:16][CH:15]=1)[C:3]([NH:5][O:6][CH2:7][C:8]1[CH:13]=[CH:12][CH:11]=[CH:10][CH:9]=1)=[O:4].[O:21]1[CH:25]=[CH:24][CH:23]=[CH:22]1.[CH3:26]COC(C)=O. No catalyst specified. The product is [Cl:20][C:17]1[CH:18]=[CH:19][C:14]([C@@H:2]2[C@@H:26]3[C:25](=[O:21])[C@H:24]([CH:23]=[CH:22]3)[N:5]([O:6][CH2:7][C:8]3[CH:13]=[CH:12][CH:11]=[CH:10][CH:9]=3)[C:3]2=[O:4])=[CH:15][CH:16]=1. The yield is 0.530. (4) The reactants are [NH2:1][C:2]1[CH:7]=[CH:6][C:5]([Cl:8])=[CH:4][N:3]=1.[Cl:9][CH2:10][C:11](Cl)=[O:12]. The product is [Cl:9][CH2:10][C:11]([NH:1][C:2]1[CH:7]=[CH:6][C:5]([Cl:8])=[CH:4][N:3]=1)=[O:12]. No catalyst specified. The yield is 0.200. (5) The reactants are [CH3:1][C:2]([CH3:4])=O.[BH-](OC(C)=O)(OC(C)=O)OC(C)=O.[Na+].[Br:19][C:20]1[CH:32]=[CH:31][C:23]([O:24][CH:25]2[CH2:30][CH2:29][NH:28][CH2:27][CH2:26]2)=[CH:22][CH:21]=1. The catalyst is CC(O)=O.C1COCC1.ClCCCl. The product is [Br:19][C:20]1[CH:32]=[CH:31][C:23]([O:24][CH:25]2[CH2:26][CH2:27][N:28]([CH:2]([CH3:4])[CH3:1])[CH2:29][CH2:30]2)=[CH:22][CH:21]=1. The yield is 0.710. (6) The reactants are [CH2:1]([O:3][C:4](=[O:11])[CH:5]([NH2:10])[C:6]([F:9])([F:8])[F:7])[CH3:2].[C:12]1([CH3:24])[CH:17]=[C:16]([CH3:18])[CH:15]=[C:14]([CH3:19])[C:13]=1[S:20](Cl)(=[O:22])=[O:21].S(Cl)(Cl)(=O)=O. The product is [CH2:1]([O:3][C:4](=[O:11])[CH:5]([NH:10][S:20]([C:13]1[C:14]([CH3:19])=[CH:15][C:16]([CH3:18])=[CH:17][C:12]=1[CH3:24])(=[O:22])=[O:21])[C:6]([F:7])([F:8])[F:9])[CH3:2]. The catalyst is N1C=CC=CC=1.Cl. The yield is 0.250. (7) The reactants are C[C:2](C)([O-:4])C.[K+].[CH3:7][N:8]1[C:16]2[C:11](=[CH:12][CH:13]=[CH:14][CH:15]=2)[CH:10]=[C:9]1[CH2:17][CH2:18][C:19]([O:21][CH3:22])=[O:20].C(OC)=O. The catalyst is C1COCC1. The product is [OH:4][CH:2]=[C:18]([CH2:17][C:9]1[N:8]([CH3:7])[C:16]2[C:11]([CH:10]=1)=[CH:12][CH:13]=[CH:14][CH:15]=2)[C:19]([O:21][CH3:22])=[O:20]. The yield is 0.352. (8) The reactants are [Si]([O:8][CH2:9][CH2:10][NH:11][C@@H:12]1[C:20]2[C:15](=[C:16]([C:21]3[S:25][C:24]([C:26]4[CH:27]=[CH:28][C:29]([O:34][CH:35]([CH3:37])[CH3:36])=[C:30]([CH:33]=4)[C:31]#[N:32])=[N:23][CH:22]=3)[CH:17]=[CH:18][CH:19]=2)[CH2:14][CH2:13]1)(C(C)(C)C)(C)C.Cl. The catalyst is CCOCC. The product is [OH:8][CH2:9][CH2:10][NH:11][C@@H:12]1[C:20]2[C:15](=[C:16]([C:21]3[S:25][C:24]([C:26]4[CH:27]=[CH:28][C:29]([O:34][CH:35]([CH3:37])[CH3:36])=[C:30]([CH:33]=4)[C:31]#[N:32])=[N:23][CH:22]=3)[CH:17]=[CH:18][CH:19]=2)[CH2:14][CH2:13]1. The yield is 0.800. (9) The reactants are C([O:8][C:9]1[CH:37]=[CH:36][C:12]([C:13]([NH:15][C:16]2([C:19](=[O:35])[NH:20][C@@H:21]3[CH2:27][CH2:26][C:25]4[CH:28]=[CH:29][CH:30]=[CH:31][C:24]=4[N:23]4[CH:32]=[CH:33][N:34]=[C:22]34)[CH2:18][CH2:17]2)=[O:14])=[CH:11][CH:10]=1)C1C=CC=CC=1. The catalyst is C(O)C.[Pd]. The product is [CH:32]1[N:23]2[C:24]3[CH:31]=[CH:30][CH:29]=[CH:28][C:25]=3[CH2:26][CH2:27][C@@H:21]([NH:20][C:19]([C:16]3([NH:15][C:13](=[O:14])[C:12]4[CH:11]=[CH:10][C:9]([OH:8])=[CH:37][CH:36]=4)[CH2:17][CH2:18]3)=[O:35])[C:22]2=[N:34][CH:33]=1. The yield is 0.900. (10) The reactants are [NH2:1][CH:2](C(OCC)=O)C(OCC)=O.[CH3:13][O-].[Na+].C(OC=[C:20]([C:26]#[N:27])[C:21]([O:23][CH2:24]C)=[O:22])C.[CH3:28][C:29]([OH:31])=[O:30]. The catalyst is CO.CCCCCC.C(OCC)(=O)C. The product is [NH2:27][C:26]1[C:28]([C:29]([O:31][CH3:13])=[O:30])=[CH:2][NH:1][C:20]=1[C:21]([O:23][CH3:24])=[O:22]. The yield is 0.830.